This data is from Forward reaction prediction with 1.9M reactions from USPTO patents (1976-2016). The task is: Predict the product of the given reaction. (1) Given the reactants Cl[C:2]([O:4][CH3:5])=[O:3].[Br:6][C:7]1[CH:12]=[CH:11][C:10]([C@@H:13]([NH:15][CH2:16][CH2:17][C:18]2([OH:28])[CH2:27][CH2:26][CH2:25][C:20]3([O:24][CH2:23][CH2:22][O:21]3)[CH2:19]2)[CH3:14])=[CH:9][CH:8]=1.C(N(CC)CC)C.N1C=CC=CC=1, predict the reaction product. The product is: [CH3:5][O:4][C:2](=[O:3])[N:15]([C@H:13]([C:10]1[CH:9]=[CH:8][C:7]([Br:6])=[CH:12][CH:11]=1)[CH3:14])[CH2:16][CH2:17][C:18]1([OH:28])[CH2:27][CH2:26][CH2:25][C:20]2([O:21][CH2:22][CH2:23][O:24]2)[CH2:19]1. (2) The product is: [Cl:1][C:2]1[C:3]([CH3:22])=[C:4]([N:8]2[C:12](=[O:13])[CH2:11][N:10]([C:14](=[O:21])[CH2:15][N:16]([CH2:17][CH2:18][O:19][CH3:20])[C:28](=[O:29])[C:27]3[CH:31]=[CH:32][CH:33]=[C:25]([C:23]#[N:24])[CH:26]=3)[CH2:9]2)[CH:5]=[CH:6][CH:7]=1. Given the reactants [Cl:1][C:2]1[C:3]([CH3:22])=[C:4]([N:8]2[C:12](=[O:13])[CH2:11][N:10]([C:14](=[O:21])[CH2:15][NH:16][CH2:17][CH2:18][O:19][CH3:20])[CH2:9]2)[CH:5]=[CH:6][CH:7]=1.[C:23]([C:25]1[CH:26]=[C:27]([CH:31]=[CH:32][CH:33]=1)[C:28](Cl)=[O:29])#[N:24], predict the reaction product. (3) Given the reactants [F:1][C:2]1[CH:7]=[CH:6][C:5]([O:8][C:9](=[O:25])[N:10]([C@H:12]2[C@H:16]([C:17]3[CH:22]=[CH:21][C:20]([Cl:23])=[C:19](Cl)[CH:18]=3)[CH2:15][NH:14][CH2:13]2)[CH3:11])=[CH:4][CH:3]=1.[O:26]=[S:27]1(=[O:36])[CH2:32][CH2:31][CH:30]([C:33](O)=[O:34])[CH2:29][CH2:28]1, predict the reaction product. The product is: [F:1][C:2]1[CH:7]=[CH:6][C:5]([O:8][C:9](=[O:25])[N:10]([C@H:12]2[C@H:16]([C:17]3[CH:22]=[CH:21][C:20]([Cl:23])=[CH:19][CH:18]=3)[CH2:15][N:14]([C:33]([CH:30]3[CH2:31][CH2:32][S:27](=[O:36])(=[O:26])[CH2:28][CH2:29]3)=[O:34])[CH2:13]2)[CH3:11])=[CH:4][CH:3]=1. (4) Given the reactants FC(F)(F)S(O[C:7]([CH:9]([CH3:11])[CH3:10])=[CH2:8])(=O)=O.[O-]C1C=CC=CC=1.[Na+].[B:31]1([B:31]2[O:35][C:34]([CH3:37])([CH3:36])[C:33]([CH3:39])([CH3:38])[O:32]2)[O:35][C:34]([CH3:37])([CH3:36])[C:33]([CH3:39])([CH3:38])[O:32]1.C1(P(C2C=CC=CC=2)C2C=CC=CC=2)C=CC=CC=1, predict the reaction product. The product is: [CH3:37][C:34]1([CH3:36])[C:33]([CH3:38])([CH3:39])[O:32][B:31]([C:7]([CH:9]([CH3:11])[CH3:10])=[CH2:8])[O:35]1. (5) Given the reactants [CH2:1]([O:8][N:9]1[C:15](=[O:16])[N:14]2[CH2:17][C@H:10]1[CH2:11][CH2:12][C@H:13]2[C:18]([OH:20])=O)[C:2]1[CH:7]=[CH:6][CH:5]=[CH:4][CH:3]=1.[C:21]([NH:25][NH2:26])(=[O:24])[CH2:22][CH3:23].ON1C2C=CC=CC=2N=N1.Cl.C(N=C=NCCCN(C)C)C, predict the reaction product. The product is: [CH2:1]([O:8][N:9]1[C:15](=[O:16])[N:14]2[CH2:17][C@H:10]1[CH2:11][CH2:12][C@H:13]2[C:18]([NH:26][NH:25][C:21](=[O:24])[CH2:22][CH3:23])=[O:20])[C:2]1[CH:3]=[CH:4][CH:5]=[CH:6][CH:7]=1. (6) Given the reactants [N:1]1([C:6]2[CH:11]=[CH:10][C:9]([C:12]3[NH:17][C:16](=[O:18])[C:15]([C:19]([O:21]C)=[O:20])=[C:14]([OH:23])[C:13]=3[CH2:24][CH3:25])=[CH:8][CH:7]=2)[CH2:5][CH:4]=[CH:3][CH2:2]1.[Li+].[I-].CCOCC.Cl, predict the reaction product. The product is: [N:1]1([C:6]2[CH:7]=[CH:8][C:9]([C:12]3[NH:17][C:16](=[O:18])[C:15]([C:19]([OH:21])=[O:20])=[C:14]([OH:23])[C:13]=3[CH2:24][CH3:25])=[CH:10][CH:11]=2)[CH2:5][CH:4]=[CH:3][CH2:2]1. (7) Given the reactants [NH2:1][C:2]1[C:15]([O:16][CH3:17])=[CH:14][C:5]2[CH2:6][CH2:7][N:8]([CH2:11][CH2:12][OH:13])[CH2:9][CH2:10][C:4]=2[CH:3]=1.Cl[C:19]1[N:24]=[C:23]([NH:25][C:26]2([CH2:32][C:33]([NH2:35])=[O:34])[CH2:31][CH2:30][CH2:29][CH2:28][CH2:27]2)[C:22]([Cl:36])=[CH:21][N:20]=1, predict the reaction product. The product is: [Cl:36][C:22]1[C:23]([NH:25][C:26]2([CH2:32][C:33]([NH2:35])=[O:34])[CH2:31][CH2:30][CH2:29][CH2:28][CH2:27]2)=[N:24][C:19]([NH:1][C:2]2[C:15]([O:16][CH3:17])=[CH:14][C:5]3[CH2:6][CH2:7][N:8]([CH2:11][CH2:12][OH:13])[CH2:9][CH2:10][C:4]=3[CH:3]=2)=[N:20][CH:21]=1. (8) Given the reactants C([O:8][C:9]1[C:24]([O:25][CH3:26])=[CH:23][C:12]2[C:13](=[O:22])[N:14]3[CH2:21][CH2:20][CH2:19][C@H:15]3[C:16](=[O:18])[NH:17][C:11]=2[CH:10]=1)C1C=CC=CC=1.CN(C=O)C.C(OCC)C, predict the reaction product. The product is: [OH:8][C:9]1[C:24]([O:25][CH3:26])=[CH:23][C:12]2[C:13](=[O:22])[N:14]3[CH2:21][CH2:20][CH2:19][C@H:15]3[C:16](=[O:18])[NH:17][C:11]=2[CH:10]=1. (9) Given the reactants [CH:1]1([CH2:7][C@H:8]([NH:15][C:16](=[O:22])[O:17][C:18]([CH3:21])([CH3:20])[CH3:19])[C:9](N(OC)C)=[O:10])[CH2:6][CH2:5][CH2:4][CH2:3][CH2:2]1.[CH3:23][CH2:24][Mg+].[Br-], predict the reaction product. The product is: [CH:1]1([CH2:7][C@H:8]([NH:15][C:16](=[O:22])[O:17][C:18]([CH3:19])([CH3:20])[CH3:21])[C:9](=[O:10])[CH2:23][CH3:24])[CH2:2][CH2:3][CH2:4][CH2:5][CH2:6]1. (10) Given the reactants ClC1C=CC2[C:11](=O)[C:10]3[CH:13]=[CH:14][CH:15]=[C:16]([O:17][CH2:18][CH2:19][N:20]4[CH2:25][CH2:24][O:23][CH2:22][CH2:21]4)[C:9]=3CCC=2C=1.[F:27][C:28]1[CH:34]=[C:33]([F:35])[CH:32]=[CH:31][C:29]=1[NH2:30].P.[O:37]([C:39](C)(C)C)[Na].[C:43]1([CH3:49])[CH:48]=[CH:47][CH:46]=[CH:45][CH:44]=1, predict the reaction product. The product is: [F:27][C:28]1[CH:34]=[C:33]([F:35])[CH:32]=[CH:31][C:29]=1[NH:30][C:45]1[CH:46]=[CH:47][C:48]2[C:39](=[O:37])[C:13]3[CH:14]=[CH:15][C:16]([O:17][CH2:18][CH2:19][N:20]4[CH2:21][CH2:22][O:23][CH2:24][CH2:25]4)=[CH:9][C:10]=3[CH2:11][CH2:49][C:43]=2[CH:44]=1.